This data is from Peptide-MHC class I binding affinity with 185,985 pairs from IEDB/IMGT. The task is: Regression. Given a peptide amino acid sequence and an MHC pseudo amino acid sequence, predict their binding affinity value. This is MHC class I binding data. (1) The peptide sequence is LMMRTTWAL. The MHC is HLA-B15:01 with pseudo-sequence HLA-B15:01. The binding affinity (normalized) is 1.00. (2) The binding affinity (normalized) is 0.151. The peptide sequence is WAIINTIYF. The MHC is H-2-Kb with pseudo-sequence H-2-Kb. (3) The peptide sequence is AEMWAQDAAM. The MHC is HLA-A24:02 with pseudo-sequence HLA-A24:02. The binding affinity (normalized) is 0. (4) The peptide sequence is TSVGKLVHQV. The MHC is HLA-A68:02 with pseudo-sequence HLA-A68:02. The binding affinity (normalized) is 0.666. (5) The peptide sequence is DISPTNIPL. The MHC is HLA-A30:01 with pseudo-sequence HLA-A30:01. The binding affinity (normalized) is 0.0847. (6) The peptide sequence is REFEAQNVP. The MHC is HLA-A02:01 with pseudo-sequence HLA-A02:01. The binding affinity (normalized) is 0.539. (7) The peptide sequence is LVTFLLLCGR. The MHC is HLA-A03:01 with pseudo-sequence HLA-A03:01. The binding affinity (normalized) is 0.136. (8) The peptide sequence is SQYANCSSI. The MHC is HLA-A24:02 with pseudo-sequence HLA-A24:02. The binding affinity (normalized) is 0. (9) The peptide sequence is VVGADGFGY. The MHC is HLA-B46:01 with pseudo-sequence HLA-B46:01. The binding affinity (normalized) is 0.0847. (10) The peptide sequence is IESQKNGSW. The MHC is HLA-B44:03 with pseudo-sequence HLA-B44:03. The binding affinity (normalized) is 0.527.